From a dataset of Catalyst prediction with 721,799 reactions and 888 catalyst types from USPTO. Predict which catalyst facilitates the given reaction. (1) Reactant: [S:1]=[C:2]1[NH:6][C:5]2[CH:7]=[CH:8][C:9]([C:11]([OH:13])=O)=[CH:10][C:4]=2[O:3]1.Cl.[CH2:15]([NH2:17])[CH3:16].F[P-](F)(F)(F)(F)F.N1(OC(N(C)C)=[N+](C)C)C2N=CC=CC=2N=N1.C(N(CC)CC)C. Product: [CH2:15]([NH:17][C:11]([C:9]1[CH:8]=[CH:7][C:5]2[NH:6][C:2](=[S:1])[O:3][C:4]=2[CH:10]=1)=[O:13])[CH3:16]. The catalyst class is: 217. (2) Reactant: [Br:1][C:2]1[CH:3]=[N:4][C:5]([C:8]2[N:9](C)[C:10]3[C:15]([C:16]=2[CH:17]2[CH2:21][CH2:20][CH2:19][CH2:18]2)=[CH:14][CH:13]=[C:12]([C:22]([OH:24])=O)[CH:11]=3)=[N:6][CH:7]=1.S(Cl)(Cl)=[O:27].C(NCC)C.C(N(CC)C(C)C)(C)C.[NH2:44][C:45]1([C:49]2[N:53]([CH3:54])[C:52]3[CH:55]=[C:56](/[CH:59]=[CH:60]/[C:61]([O:63][CH2:64][CH2:65][CH2:66][CH3:67])=[O:62])[CH:57]=[CH:58][C:51]=3[N:50]=2)[CH2:48][CH2:47][CH2:46]1. Product: [Br:1][C:2]1[CH:3]=[N:4][C:5]([C:8]2[N:9]([OH:27])[C:10]3[C:15]([C:16]=2[CH:17]2[CH2:18][CH2:19][CH2:20][CH2:21]2)=[CH:14][CH:13]=[C:12]([C:22]([NH:44][C:45]2([C:49]4[N:53]([CH3:54])[C:52]5[CH:55]=[C:56](/[CH:59]=[CH:60]/[C:61]([O:63][CH2:64][CH2:65][CH2:66][CH3:67])=[O:62])[CH:57]=[CH:58][C:51]=5[N:50]=4)[CH2:46][CH2:47][CH2:48]2)=[O:24])[CH:11]=3)=[N:6][CH:7]=1. The catalyst class is: 1.